This data is from Full USPTO retrosynthesis dataset with 1.9M reactions from patents (1976-2016). The task is: Predict the reactants needed to synthesize the given product. (1) Given the product [Cl:1][C:2]1[CH:3]=[CH:4][C:5]([C:6]([N:8]2[CH2:12][CH2:11][C@@H:10]([NH:13][C:14]3[N:19]=[CH:18][C:17](/[CH:20]=[CH:21]/[C:22]([NH:34][O:33][CH:28]4[CH2:29][CH2:30][CH2:31][CH2:32][O:27]4)=[O:23])=[CH:16][CH:15]=3)[CH2:9]2)=[O:7])=[CH:25][CH:26]=1, predict the reactants needed to synthesize it. The reactants are: [Cl:1][C:2]1[CH:26]=[CH:25][C:5]([C:6]([N:8]2[CH2:12][CH2:11][C@@H:10]([NH:13][C:14]3[N:19]=[CH:18][C:17](/[CH:20]=[CH:21]/[C:22](O)=[O:23])=[CH:16][CH:15]=3)[CH2:9]2)=[O:7])=[CH:4][CH:3]=1.[O:27]1[CH2:32][CH2:31][CH2:30][CH2:29][CH:28]1[O:33][NH2:34].C1C=CC2N(O)N=NC=2C=1. (2) Given the product [Br:1][C:2]1[CH:3]=[CH:4][C:5]([N:8]([CH3:13])[S:9]([CH3:12])(=[O:11])=[O:10])=[CH:6][CH:7]=1, predict the reactants needed to synthesize it. The reactants are: [Br:1][C:2]1[CH:7]=[CH:6][C:5]([NH:8][S:9]([CH3:12])(=[O:11])=[O:10])=[CH:4][CH:3]=1.[C:13](=O)([O-])[O-].[K+].[K+].CI. (3) The reactants are: Br[C:2]1[CH:7]=[CH:6][C:5]([C:8]([N:10]2[CH2:15][CH2:14][N:13]([C:16]3[C:21]([CH3:22])=[CH:20][C:19]([CH3:23])=[CH:18][N:17]=3)[CH2:12][CH2:11]2)=[O:9])=[C:4]([S:24]([CH3:27])(=[O:26])=[O:25])[CH:3]=1.[I-:28].[Na+]. Given the product [CH3:22][C:21]1[C:16]([N:13]2[CH2:14][CH2:15][N:10]([C:8]([C:5]3[CH:6]=[CH:7][C:2]([I:28])=[CH:3][C:4]=3[S:24]([CH3:27])(=[O:26])=[O:25])=[O:9])[CH2:11][CH2:12]2)=[N:17][CH:18]=[C:19]([CH3:23])[CH:20]=1, predict the reactants needed to synthesize it. (4) Given the product [CH3:33][C:19]1[C:20]([CH3:32])=[C:21]([O:24][CH2:25][CH2:26][CH2:27][S:28]([CH3:31])(=[O:30])=[O:29])[C:22]([CH3:23])=[C:17]([CH3:16])[C:18]=1[C:34]1[CH:39]=[CH:38][CH:37]=[C:36]([CH2:40][O:1][C:2]2[CH:15]=[CH:14][C:5]3[C@H:6]([CH2:9][C:10]([O:12][CH3:13])=[O:11])[CH2:7][O:8][C:4]=3[CH:3]=2)[CH:35]=1, predict the reactants needed to synthesize it. The reactants are: [OH:1][C:2]1[CH:15]=[CH:14][C:5]2[C@H:6]([CH2:9][C:10]([O:12][CH3:13])=[O:11])[CH2:7][O:8][C:4]=2[CH:3]=1.[CH3:16][C:17]1[C:22]([CH3:23])=[C:21]([O:24][CH2:25][CH2:26][CH2:27][S:28]([CH3:31])(=[O:30])=[O:29])[C:20]([CH3:32])=[C:19]([CH3:33])[C:18]=1[C:34]1[CH:39]=[CH:38][CH:37]=[C:36]([CH2:40]O)[CH:35]=1.C(P(CCCC)CCCC)CCC.N(C(N1CCCCC1)=O)=NC(N1CCCCC1)=O.